Dataset: Reaction yield outcomes from USPTO patents with 853,638 reactions. Task: Predict the reaction yield, written as a fraction of the theoretical maximum amount of product (1.0 means a 100% yield; for example, 0.34 means a 34% yield). (1) The reactants are [Br:1][C:2]1[CH:3]=[C:4]([N:9]2[C:13](=[O:14])[O:12][N:11]=[C:10]2[C:15]2[C:16]([NH:20][C:21](=[O:26])[C:22]([F:25])([F:24])[F:23])=[N:17][O:18][N:19]=2)[CH:5]=[CH:6][C:7]=1[F:8].[CH2:27]([OH:34])[C:28]1[CH:33]=[CH:32][CH:31]=[N:30][CH:29]=1.C1(P(C2C=CC=CC=2)C2C=CC=CC=2)C=CC=CC=1.N(C(OC(C)C)=O)=NC(OC(C)C)=O. The catalyst is O1CCCC1. The product is [F:23][C:22]([F:25])([F:24])[C:21]([OH:26])=[O:34].[Br:1][C:2]1[CH:3]=[C:4]([N:9]2[C:13](=[O:14])[O:12][N:11]=[C:10]2[C:15]2[C:16]([NH:20][CH2:27][C:28]3[CH:29]=[N:30][CH:31]=[CH:32][CH:33]=3)=[N:17][O:18][N:19]=2)[CH:5]=[CH:6][C:7]=1[F:8]. The yield is 0.0600. (2) The reactants are C([O:8][CH2:9][C:10]1[N:15]=[CH:14][N:13]=[C:12]([O:16][C:17]2[CH:18]=[C:19]3[C:23](=[CH:24][CH:25]=2)[N:22]([C:26](=[O:28])[CH3:27])[CH:21]=[CH:20]3)[CH:11]=1)C1C=CC=CC=1.FC(F)(F)C(O)=O.C(=O)(O)[O-].[Na+].O. The catalyst is C1(C)C=CC=CC=1. The product is [OH:8][CH2:9][C:10]1[N:15]=[CH:14][N:13]=[C:12]([O:16][C:17]2[CH:18]=[C:19]3[C:23](=[CH:24][CH:25]=2)[N:22]([C:26](=[O:28])[CH3:27])[CH:21]=[CH:20]3)[CH:11]=1. The yield is 0.580. (3) The reactants are CN(C(ON1N=NC2C=CC=NC1=2)=[N+](C)C)C.F[P-](F)(F)(F)(F)F.CCN(C(C)C)C(C)C.[CH3:34][O:35][C:36]1[CH:41]=[CH:40][C:39]([CH2:42][C@H:43]([NH:47][C:48](=[O:60])[C@@H:49]([NH:51][C:52]([C:54]2[O:58][N:57]=[C:56]([CH3:59])[CH:55]=2)=[O:53])[CH3:50])[C:44]([OH:46])=O)=[CH:38][CH:37]=1.[NH2:61][C@@H:62]([CH2:69][CH:70]1[CH2:74][CH2:73][CH2:72][CH2:71]1)[C:63]([C@@:65]1([CH3:68])[CH2:67][O:66]1)=[O:64]. The catalyst is CN(C=O)C. The product is [CH:70]1([CH2:69][C@H:62]([NH:61][C:44](=[O:46])[C@@H:43]([NH:47][C:48](=[O:60])[C@@H:49]([NH:51][C:52]([C:54]2[O:58][N:57]=[C:56]([CH3:59])[CH:55]=2)=[O:53])[CH3:50])[CH2:42][C:39]2[CH:38]=[CH:37][C:36]([O:35][CH3:34])=[CH:41][CH:40]=2)[C:63]([C@@:65]2([CH3:68])[CH2:67][O:66]2)=[O:64])[CH2:74][CH2:73][CH2:72][CH2:71]1. The yield is 0.250. (4) The reactants are [CH:1]12[CH2:11][CH:8]([CH:9]=[CH:10]1)[CH:7]1[CH:2]2[C:3](=[O:13])[CH:4]=[CH:5][C:6]1=[O:12].C([O-])(O)=[O:15].[Na+].OO.O. The catalyst is CC(C)=O. The product is [O:15]1[CH:4]2[CH:5]1[C:6](=[O:12])[CH:7]1[CH:2]([C:3]2=[O:13])[CH:1]2[CH2:11][CH:8]1[CH:9]=[CH:10]2. The yield is 0.984.